From a dataset of Forward reaction prediction with 1.9M reactions from USPTO patents (1976-2016). Predict the product of the given reaction. (1) Given the reactants Cl.[NH2:2][C@H:3]1[C@@H:8]2[CH2:9][C@@H:5]([CH2:6][CH2:7]2)[C@H:4]1[C:10]([O:12][CH3:13])=[O:11].C([O-])(=O)C.[Na+].[F:19][C:20]1[CH:27]=[CH:26][C:23]([CH:24]=O)=[CH:22][CH:21]=1.C([BH3-])#N.[Na+].C(=O)(O)[O-].[Na+], predict the reaction product. The product is: [F:19][C:20]1[CH:27]=[CH:26][C:23]([CH2:24][NH:2][C@H:3]2[C@@H:8]3[CH2:9][C@@H:5]([CH2:6][CH2:7]3)[C@H:4]2[C:10]([O:12][CH3:13])=[O:11])=[CH:22][CH:21]=1. (2) The product is: [F:1][C:2]1[CH:3]=[C:4]([NH:5][C:21]([C:23]2[NH:24][C:25]3[C:30]([CH:31]=2)=[CH:29][C:28]([CH:32]2[CH2:37][CH2:36][N:35]([CH:38]([CH3:40])[CH3:39])[CH2:34][CH2:33]2)=[CH:27][CH:26]=3)=[O:20])[CH:6]=[CH:7][CH:8]=1. Given the reactants [F:1][C:2]1[CH:3]=[C:4]([CH:6]=[CH:7][CH:8]=1)[NH2:5].C[Al](C)C.O1CCCC1.C([O:20][C:21]([C:23]1[NH:24][C:25]2[C:30]([CH:31]=1)=[CH:29][C:28]([CH:32]1[CH2:37][CH2:36][N:35]([CH:38]([CH3:40])[CH3:39])[CH2:34][CH2:33]1)=[CH:27][CH:26]=2)=O)C, predict the reaction product. (3) Given the reactants [OH-].[K+].Cl.NO.[CH3:6][N:7]([CH3:23])[C:8]([C:10]1[N:11]([CH3:22])[N:12]=[C:13]([N:15]2C(C)=CC=C2C)[CH:14]=1)=[O:9], predict the reaction product. The product is: [CH3:6][N:7]([CH3:23])[C:8]([C:10]1[N:11]([CH3:22])[N:12]=[C:13]([NH2:15])[CH:14]=1)=[O:9]. (4) Given the reactants [Cl:1][C:2]1[CH:7]=[CH:6][C:5]([NH:8][C:9]([CH:11]2[N:15]([C:16]3[C:21]([Cl:22])=[CH:20][CH:19]=[CH:18][N:17]=3)[N:14]=[C:13]([OH:23])[CH2:12]2)=[O:10])=[C:4]([C:24](=[O:31])[NH:25][CH:26]([CH:28]2[CH2:30][CH2:29]2)[CH3:27])[CH:3]=1.[H-].[Na+].[C:34]1([CH3:44])[CH:39]=[CH:38][C:37]([S:40](Cl)(=[O:42])=[O:41])=[CH:36][CH:35]=1.Cl, predict the reaction product. The product is: [CH3:44][C:34]1[CH:39]=[CH:38][C:37]([S:40]([O:23][C:13]2[CH2:12][CH:11]([C:9](=[O:10])[NH:8][C:5]3[CH:6]=[CH:7][C:2]([Cl:1])=[CH:3][C:4]=3[C:24](=[O:31])[NH:25][CH:26]([CH:28]3[CH2:29][CH2:30]3)[CH3:27])[N:15]([C:16]3[C:21]([Cl:22])=[CH:20][CH:19]=[CH:18][N:17]=3)[N:14]=2)(=[O:42])=[O:41])=[CH:36][CH:35]=1. (5) Given the reactants [NH2:1][N:2]1[CH2:6][C@@H:5]([C:7]2[CH:12]=[CH:11][C:10]([O:13][CH3:14])=[CH:9][CH:8]=2)[N:4]([CH2:15][CH2:16][C:17]2[CH:22]=[CH:21][C:20]([O:23][CH3:24])=[CH:19][CH:18]=2)[C:3]1=[O:25].N1C=CC=CC=1.[CH3:32][S:33](Cl)(=[O:35])=[O:34], predict the reaction product. The product is: [CH3:32][S:33]([NH:1][N:2]1[CH2:6][C@@H:5]([C:7]2[CH:8]=[CH:9][C:10]([O:13][CH3:14])=[CH:11][CH:12]=2)[N:4]([CH2:15][CH2:16][C:17]2[CH:18]=[CH:19][C:20]([O:23][CH3:24])=[CH:21][CH:22]=2)[C:3]1=[O:25])(=[O:35])=[O:34]. (6) Given the reactants [C:1]([C:5]1[CH:42]=[CH:41][C:8]([CH2:9][O:10][C:11]2[CH:16]=[CH:15][CH:14]=[CH:13][C:12]=2/[CH:17]=[CH:18]/[CH:19]([CH2:31][CH2:32]C2C=CC(C#N)=CC=2)[CH2:20][C:21]2[CH:30]=[CH:29][C:24]([C:25]([O:27]C)=[O:26])=[CH:23][CH:22]=2)=[CH:7][CH:6]=1)([CH3:4])([CH3:3])[CH3:2].[OH-:43].[K+].Cl, predict the reaction product. The product is: [C:1]([C:5]1[CH:6]=[CH:7][C:8]([CH2:9][O:10][C:11]2[CH:16]=[CH:15][CH:14]=[CH:13][C:12]=2/[CH:17]=[CH:18]/[CH:19]([CH2:20][C:21]2[CH:30]=[CH:29][C:24]([C:25]([OH:27])=[O:26])=[CH:23][CH:22]=2)[CH2:31][CH2:32][C:5]2[CH:42]=[CH:41][C:8]([C:9]([OH:10])=[O:43])=[CH:7][CH:6]=2)=[CH:41][CH:42]=1)([CH3:2])([CH3:3])[CH3:4]. (7) Given the reactants [CH2:1](OS(C)(=O)=O)[CH2:2][C:3]#[CH:4].[NH:10]1[CH2:15][CH2:14][O:13][CH2:12][CH2:11]1, predict the reaction product. The product is: [CH2:1]([N:10]1[CH2:15][CH2:14][O:13][CH2:12][CH2:11]1)[CH2:2][C:3]#[CH:4].